Predict the reactants needed to synthesize the given product. From a dataset of Full USPTO retrosynthesis dataset with 1.9M reactions from patents (1976-2016). (1) Given the product [CH3:24][C:23]1([CH3:36])[NH:18][C@H:5]([CH2:4][OH:19])[C@@H:6]([C:8]2[CH:9]=[CH:10][C:11]([S:14]([CH3:17])(=[O:15])=[O:16])=[CH:12][CH:13]=2)[O:7]1, predict the reactants needed to synthesize it. The reactants are: C(O[C:4](=[O:19])[C@@H:5]([NH2:18])[C@@H:6]([C:8]1[CH:13]=[CH:12][C:11]([S:14]([CH3:17])(=[O:16])=[O:15])=[CH:10][CH:9]=1)[OH:7])C.[BH4-].[K+].N[C@H:23]([CH2:36]O)[C@@H:24](C1C=CC(S(C)(=O)=O)=CC=1)O.C(N(CC)CC)C. (2) Given the product [OH:1][C:2]1[C:3]([C:11]([OH:13])=[O:12])=[N:4][CH:5]=[CH:6][C:7]=1[O:8][CH3:9], predict the reactants needed to synthesize it. The reactants are: [OH:1][C:2]1[C:3]([C:11]([OH:13])=[O:12])=[N:4][C:5](Br)=[CH:6][C:7]=1[O:8][CH3:9].CCO.C(N(CC)CC)C. (3) Given the product [C:13]([N:16]1[C:24]2[C:19](=[CH:20][C:21]([C:25]3[NH:12][C:11]4[N:10]([N:9]=[CH:8][C:7]=4[C:2]4[CH:3]=[CH:4][CH:5]=[CH:6][N:1]=4)[C:27](=[O:28])[CH:26]=3)=[CH:22][CH:23]=2)[C:18]([CH3:33])=[N:17]1)(=[O:15])[CH3:14], predict the reactants needed to synthesize it. The reactants are: [N:1]1[CH:6]=[CH:5][CH:4]=[CH:3][C:2]=1[C:7]1[CH:8]=[N:9][NH:10][C:11]=1[NH2:12].[C:13]([N:16]1[C:24]2[C:19](=[CH:20][C:21]([C:25](=O)[CH2:26][C:27](OCC)=[O:28])=[CH:22][CH:23]=2)[C:18]([CH3:33])=[N:17]1)(=[O:15])[CH3:14].CC1C=CC(S(O)(=O)=O)=CC=1.